From a dataset of Catalyst prediction with 721,799 reactions and 888 catalyst types from USPTO. Predict which catalyst facilitates the given reaction. (1) Reactant: Br.Br[CH:3]([C:17]1[CH:22]=[CH:21][CH:20]=[CH:19][N:18]=1)[C:4]([C:6]1[CH:7]=[CH:8][C:9]2[O:14][CH2:13][C:12](=[O:15])[NH:11][C:10]=2[CH:16]=1)=O.C(N(CC)CC)C.C(O)C.[NH2:33][C:34]1[CH:39]=[CH:38][CH:37]=[CH:36][C:35]=1[SH:40]. Product: [N:18]1[CH:19]=[CH:20][CH:21]=[CH:22][C:17]=1[CH:3]1[C:4]([C:6]2[CH:7]=[CH:8][C:9]3[O:14][CH2:13][C:12](=[O:15])[NH:11][C:10]=3[CH:16]=2)=[N:33][C:34]2[CH:39]=[CH:38][CH:37]=[CH:36][C:35]=2[S:40]1. The catalyst class is: 1. (2) Reactant: FC(F)(F)C(O)=O.[F:8][C:9]1[CH:37]=[CH:36][C:35]([F:38])=[CH:34][C:10]=1[O:11][C:12]1[N:24]=[C:23]([C:25]2[CH:30]=[CH:29][CH:28]=[C:27]([O:31][CH3:32])[C:26]=2[F:33])[CH:22]=[CH:21][C:13]=1[C:14]([O:16]C(C)(C)C)=[O:15]. Product: [F:8][C:9]1[CH:37]=[CH:36][C:35]([F:38])=[CH:34][C:10]=1[O:11][C:12]1[N:24]=[C:23]([C:25]2[CH:30]=[CH:29][CH:28]=[C:27]([O:31][CH3:32])[C:26]=2[F:33])[CH:22]=[CH:21][C:13]=1[C:14]([OH:16])=[O:15]. The catalyst class is: 4.